From a dataset of Catalyst prediction with 721,799 reactions and 888 catalyst types from USPTO. Predict which catalyst facilitates the given reaction. (1) Reactant: [Br:1][C:2]1[C:3]([CH3:8])=[N:4][O:5][C:6]=1[NH2:7].[H-].[Na+].[CH3:11][O:12][C:13]1[CH:32]=[CH:31][C:16]([CH2:17][C:18]2[S:22][C:21]3[CH:23]=[CH:24][CH:25]=[CH:26][C:20]=3[C:19]=2[S:27](Cl)(=[O:29])=[O:28])=[CH:15][CH:14]=1. Product: [Br:1][C:2]1[C:3]([CH3:8])=[N:4][O:5][C:6]=1[NH:7][S:27]([C:19]1[C:20]2[CH:26]=[CH:25][CH:24]=[CH:23][C:21]=2[S:22][C:18]=1[CH2:17][C:16]1[CH:15]=[CH:14][C:13]([O:12][CH3:11])=[CH:32][CH:31]=1)(=[O:28])=[O:29]. The catalyst class is: 1. (2) Reactant: [C:1](=[NH:23])([O:3][CH2:4][CH2:5][C:6]1[CH:11]=[CH:10][C:9]([O:12][C:13]2[CH:18]=[CH:17][CH:16]=[C:15]([C:19]([F:22])([F:21])[F:20])[N:14]=2)=[CH:8][CH:7]=1)[NH2:2].FC(F)(F)C([O-])=O.[CH:31]([CH:33]([CH2:38][C:39]1[CH:40]=[N:41][C:42]([O:45][CH3:46])=[N:43][CH:44]=1)[C:34](OC)=O)=[O:32].C([O-])([O-])=O.[K+].[K+]. Product: [CH3:46][O:45][C:42]1[N:41]=[CH:40][C:39]([CH2:38][C:33]2[C:31](=[O:32])[N:23]=[C:1]([O:3][CH2:4][CH2:5][C:6]3[CH:7]=[CH:8][C:9]([O:12][C:13]4[CH:18]=[CH:17][CH:16]=[C:15]([C:19]([F:22])([F:21])[F:20])[N:14]=4)=[CH:10][CH:11]=3)[NH:2][CH:34]=2)=[CH:44][N:43]=1. The catalyst class is: 37. (3) Reactant: C(OC([N:8]([C:16]1[CH:21]=[C:20]([CH3:22])[C:19]([CH2:23][NH:24][C:25]2[C:26]3[C:27](=[N:31][N:32]([CH2:34][C:35]4[CH:40]=[CH:39][C:38]([CH2:41][N:42]5[CH:47]=[C:46]([C:48]([F:51])([F:50])[F:49])[CH:45]=[CH:44][C:43]5=[O:52])=[CH:37][CH:36]=4)[CH:33]=3)[N:28]=[CH:29][N:30]=2)=[C:18]([CH3:53])[N:17]=1)C(=O)OC(C)(C)C)=O)(C)(C)C.Cl. Product: [NH2:8][C:16]1[N:17]=[C:18]([CH3:53])[C:19]([CH2:23][NH:24][C:25]2[C:26]3[C:27](=[N:31][N:32]([CH2:34][C:35]4[CH:36]=[CH:37][C:38]([CH2:41][N:42]5[CH:47]=[C:46]([C:48]([F:51])([F:50])[F:49])[CH:45]=[CH:44][C:43]5=[O:52])=[CH:39][CH:40]=4)[CH:33]=3)[N:28]=[CH:29][N:30]=2)=[C:20]([CH3:22])[CH:21]=1. The catalyst class is: 2. (4) Reactant: [F:1][C:2]1[CH:7]=[CH:6][CH:5]=[C:4]([F:8])[C:3]=1[NH:9][C:10]1[S:11][CH2:12][C:13](=[O:15])[N:14]=1.[NH:16]1[CH2:21][CH2:20][CH2:19][CH2:18][CH2:17]1.[CH2:22](O)[CH3:23]. Product: [CH:19]1([CH2:20][CH2:21][N:16]2[C:2]3[CH:7]=[C:22](/[CH:23]=[C:12]4/[C:13](=[O:15])[N:14]=[C:10]([NH:9][C:3]5[C:2]([F:1])=[CH:7][CH:6]=[CH:5][C:4]=5[F:8])[S:11]/4)[CH:5]=[CH:4][C:3]=3[N:9]=[CH:10]2)[CH2:17][CH2:18]1. The catalyst class is: 84. (5) Reactant: [C:1]1([CH3:11])[CH:6]=[CH:5][C:4]([S:7](Cl)(=[O:9])=[O:8])=[CH:3][CH:2]=1.[CH2:12]([OH:17])[CH2:13][CH2:14][CH:15]=[CH2:16].N1C=CC=CC=1.O. Product: [C:1]1([CH3:11])[CH:6]=[CH:5][C:4]([S:7]([O:17][CH2:12][CH2:13][CH2:14][CH:15]=[CH2:16])(=[O:9])=[O:8])=[CH:3][CH:2]=1. The catalyst class is: 2. (6) Reactant: [Cl:1][C:2]1[C:16]([Cl:17])=[CH:15][C:5]2[NH:6][C:7]([C:9](=[O:14])[C:10]([F:13])([F:12])[F:11])=[N:8][C:4]=2[CH:3]=1.Cl[CH2:19][CH2:20][OH:21].[C:22](=O)([O-])[O-].[K+].[K+]. Product: [Cl:17][C:16]1[C:2]([Cl:1])=[CH:3][C:4]2[NH:8][C:7]([C:9]3([C:10]([F:13])([F:11])[F:12])[O:21][CH2:20][CH2:19][CH2:22][O:14]3)=[N:6][C:5]=2[CH:15]=1. The catalyst class is: 39. (7) Reactant: [N+:1]([C:4]1[C:9]([CH3:10])=[CH:8][CH:7]=[CH:6][C:5]=1[CH3:11])([O-:3])=[O:2].II.[I:14](O)(=O)(=O)=O.S(=O)(=O)(O)O. Product: [I:14][C:6]1[CH:7]=[CH:8][C:9]([CH3:10])=[C:4]([N+:1]([O-:3])=[O:2])[C:5]=1[CH3:11]. The catalyst class is: 86. (8) Reactant: [S:1]1[CH:5]=[CH:4][CH:3]=[C:2]1[C:6]1[C:15]2[C:10](=[CH:11][C:12]([C:16](=[O:18])[CH3:17])=[CH:13][CH:14]=2)[C:9]([CH3:20])([CH3:19])[CH2:8][CH:7]=1.[C:21]([C:24]1[CH:31]=[CH:30][C:27]([CH:28]=O)=[CH:26][CH:25]=1)([OH:23])=[O:22].[OH-].[Na+]. Product: [O:18]=[C:16]([C:12]1[CH:13]=[CH:14][C:15]2[C:6]([C:2]3[S:1][CH:5]=[CH:4][CH:3]=3)=[CH:7][CH2:8][C:9]([CH3:20])([CH3:19])[C:10]=2[CH:11]=1)[CH:17]=[CH:28][C:27]1[CH:30]=[CH:31][C:24]([C:21]([OH:23])=[O:22])=[CH:25][CH:26]=1. The catalyst class is: 5.